Dataset: Peptide-MHC class II binding affinity with 134,281 pairs from IEDB. Task: Regression. Given a peptide amino acid sequence and an MHC pseudo amino acid sequence, predict their binding affinity value. This is MHC class II binding data. (1) The peptide sequence is LQDLELSWNLNGLQAY. The MHC is DRB1_0802 with pseudo-sequence DRB1_0802. The binding affinity (normalized) is 0.408. (2) The peptide sequence is GTMAGCGYLMFLGGV. The MHC is DRB1_0301 with pseudo-sequence DRB1_0301. The binding affinity (normalized) is 0.178. (3) The peptide sequence is NKSLGACPIRTQPRWNYYDSFSAVSEDNLGF. The MHC is DRB4_0101 with pseudo-sequence DRB4_0103. The binding affinity (normalized) is 0.467. (4) The binding affinity (normalized) is 0.230. The peptide sequence is SGMAEATSLDTMAQM. The MHC is HLA-DPA10103-DPB10201 with pseudo-sequence HLA-DPA10103-DPB10201. (5) The peptide sequence is LASSCQVAFSYFPPP. The MHC is DRB3_0202 with pseudo-sequence DRB3_0202. The binding affinity (normalized) is 0.0719. (6) The peptide sequence is NHFFNHHKVMLLGHD. The MHC is DRB1_0802 with pseudo-sequence DRB1_0802. The binding affinity (normalized) is 0.839. (7) The peptide sequence is ATSPTAEGGKATTEE. The MHC is HLA-DPA10103-DPB10301 with pseudo-sequence HLA-DPA10103-DPB10301. The binding affinity (normalized) is 0. (8) The peptide sequence is SAEVEEHRTIRVLEMV. The MHC is DRB1_0405 with pseudo-sequence DRB1_0405. The binding affinity (normalized) is 0.